This data is from Forward reaction prediction with 1.9M reactions from USPTO patents (1976-2016). The task is: Predict the product of the given reaction. (1) Given the reactants Br[C:2]1[N:28]=[C:5]2[CH:6]=[CH:7][C:8]([CH2:10][O:11][C:12]3[CH:17]=[CH:16][C:15]([C@@H:18]([C:25]#[C:26][CH3:27])[CH2:19][C:20]([O:22][CH2:23][CH3:24])=[O:21])=[CH:14][CH:13]=3)=[CH:9][N:4]2[N:3]=1.CC1(C)C(C)(C)OB([C:37]2[CH:44]=[CH:43][C:40]([C:41]#[N:42])=[CH:39][CH:38]=2)O1.C([O-])([O-])=O.[K+].[K+], predict the reaction product. The product is: [CH2:23]([O:22][C:20](=[O:21])[CH2:19][C@@H:18]([C:15]1[CH:16]=[CH:17][C:12]([O:11][CH2:10][C:8]2[CH:7]=[CH:6][C:5]3[N:4]([N:3]=[C:2]([C:37]4[CH:44]=[CH:43][C:40]([C:41]#[N:42])=[CH:39][CH:38]=4)[N:28]=3)[CH:9]=2)=[CH:13][CH:14]=1)[C:25]#[C:26][CH3:27])[CH3:24]. (2) Given the reactants C(OC([N:8]1[CH2:13][CH2:12][CH:11]([NH:14][C:15]2[C:24]3[C:19](=[CH:20][C:21]([Cl:25])=[CH:22][CH:23]=3)[N:18]=[CH:17][N:16]=2)[CH2:10][CH2:9]1)=O)(C)(C)C, predict the reaction product. The product is: [ClH:25].[ClH:25].[Cl:25][C:21]1[CH:20]=[C:19]2[C:24]([C:15]([NH:14][CH:11]3[CH2:12][CH2:13][NH:8][CH2:9][CH2:10]3)=[N:16][CH:17]=[N:18]2)=[CH:23][CH:22]=1. (3) Given the reactants FC(F)(F)C(O)=O.[O:8]=[C:9]([N:28]1[CH2:33][CH2:32][C:31]([CH2:34][C:35]2[S:36][CH:37]=[CH:38][N:39]=2)=[CH:30][CH2:29]1)/[CH:10]=[CH:11]/[C:12]1[CH:13]=[C:14]2[C:24](=[N:25][CH:26]=1)[NH:23][C:22](=[O:27])[C:16]1([CH2:21][CH2:20][NH:19][CH2:18][CH2:17]1)[CH2:15]2.C(N(CC)CC)C.[C:47](=O)([O:49]C1C=CC=CC=1)[NH2:48], predict the reaction product. The product is: [O:27]=[C:22]1[C:16]2([CH2:21][CH2:20][N:19]([C:47]([NH2:48])=[O:49])[CH2:18][CH2:17]2)[CH2:15][C:14]2[C:24](=[N:25][CH:26]=[C:12](/[CH:11]=[CH:10]/[C:9](=[O:8])[N:28]3[CH2:33][CH2:32][C:31]([CH2:34][C:35]4[S:36][CH:37]=[CH:38][N:39]=4)=[CH:30][CH2:29]3)[CH:13]=2)[NH:23]1. (4) Given the reactants [I:1][C:2]1[CH:3]=[C:4]2[C:8](=[CH:9][CH:10]=1)[NH:7][C:6](=[O:11])[C:5]2=O.[Br:13][C:14]1[CH:23]=[CH:22][C:17]([C:18]([NH:20][NH2:21])=[O:19])=[CH:16][CH:15]=1, predict the reaction product. The product is: [Br:13][C:14]1[CH:23]=[CH:22][C:17]([C:18]([NH:20][N:21]=[C:5]2[C:4]3[C:8](=[CH:9][CH:10]=[C:2]([I:1])[CH:3]=3)[NH:7][C:6]2=[O:11])=[O:19])=[CH:16][CH:15]=1. (5) Given the reactants [C:1]([C:5]1[CH:10]=[CH:9][C:8]([C@@H:11]([OH:16])[CH2:12][CH2:13][CH2:14][Cl:15])=[CH:7][CH:6]=1)([CH3:4])([CH3:3])[CH3:2].[CH2:17]([O:19]CC)[CH3:18].C(Cl)(=O)C, predict the reaction product. The product is: [C:17]([O:16][C@H:11]([C:8]1[CH:7]=[CH:6][C:5]([C:1]([CH3:4])([CH3:2])[CH3:3])=[CH:10][CH:9]=1)[CH2:12][CH2:13][CH2:14][Cl:15])(=[O:19])[CH3:18]. (6) Given the reactants [Cl:1][C:2]1[CH:3]=[C:4]([CH3:15])[CH:5]=[C:6]2[C:11]=1[N:10]=[C:9]([CH3:12])[C:8]([CH3:13])=[C:7]2O.O=P(Cl)(Cl)[Cl:18], predict the reaction product. The product is: [Cl:18][C:7]1[C:6]2[C:11](=[C:2]([Cl:1])[CH:3]=[C:4]([CH3:15])[CH:5]=2)[N:10]=[C:9]([CH3:12])[C:8]=1[CH3:13]. (7) Given the reactants BrC[C:3]1[CH:12]=[CH:11][C:10]([F:13])=[CH:9][C:4]=1[C:5]([O:7][CH3:8])=[O:6].C(=O)([O-])[O-].[Ca+2], predict the reaction product. The product is: [F:13][C:10]1[CH:9]=[C:4]2[C:3]([CH2:8][O:7][C:5]2=[O:6])=[CH:12][CH:11]=1. (8) The product is: [NH2:12][C:3]1[C:4]2[O:8][CH2:7][O:6][C:5]=2[C:9]([C:20]#[C:19][CH2:18][NH:17][C:15]([NH:14][CH3:13])=[O:16])=[CH:10][C:2]=1[Cl:1]. Given the reactants [Cl:1][C:2]1[CH:10]=[C:9](I)[C:5]2[O:6][CH2:7][O:8][C:4]=2[C:3]=1[NH2:12].[CH3:13][NH:14][C:15]([NH:17][CH2:18][C:19]#[CH:20])=[O:16].C(NC(C)C)(C)C, predict the reaction product.